From a dataset of Reaction yield outcomes from USPTO patents with 853,638 reactions. Predict the reaction yield, written as a fraction of the theoretical maximum amount of product (1.0 means a 100% yield; for example, 0.34 means a 34% yield). The catalyst is CN(C=O)C. The yield is 0.414. The reactants are [Cl:1][C:2]1[CH:7]=[CH:6][C:5]([C:8]2[CH:9]=[C:10]3[C:16]([C:17]([C:19]4[C:20]([F:33])=[C:21]([NH:26][S:27]([CH2:30][CH2:31][CH3:32])(=[O:29])=[O:28])[CH:22]=[CH:23][C:24]=4[F:25])=[O:18])=[CH:15][NH:14][C:11]3=[N:12][CH:13]=2)=[CH:4][CH:3]=1.[OH-].[K+].[C:36]([O:40][CH2:41]Cl)(=[O:39])[CH2:37][CH3:38]. The product is [C:36]([O:40][CH2:41][N:14]1[C:11]2=[N:12][CH:13]=[C:8]([C:5]3[CH:6]=[CH:7][C:2]([Cl:1])=[CH:3][CH:4]=3)[CH:9]=[C:10]2[C:16]([C:17](=[O:18])[C:19]2[C:24]([F:25])=[CH:23][CH:22]=[C:21]([NH:26][S:27]([CH2:30][CH2:31][CH3:32])(=[O:28])=[O:29])[C:20]=2[F:33])=[CH:15]1)(=[O:39])[CH2:37][CH3:38].